From a dataset of Catalyst prediction with 721,799 reactions and 888 catalyst types from USPTO. Predict which catalyst facilitates the given reaction. (1) Reactant: Br[C:2]1[N:6]2[CH:7]=[CH:8][N:9]=[C:10]([NH2:11])[C:5]2=[C:4]([C:12]2[CH:17]=[CH:16][C:15]([O:18][C:19]3[CH:24]=[CH:23][CH:22]=[CH:21][CH:20]=3)=[CH:14][CH:13]=2)[N:3]=1.[S:25]1[CH:29]=[CH:28][C:27](B(O)O)=[CH:26]1.C(=O)([O-])[O-].[K+].[K+].COCCOC.O. Product: [O:18]([C:15]1[CH:16]=[CH:17][C:12]([C:4]2[N:3]=[C:2]([C:27]3[CH:28]=[CH:29][S:25][CH:26]=3)[N:6]3[CH:7]=[CH:8][N:9]=[C:10]([NH2:11])[C:5]=23)=[CH:13][CH:14]=1)[C:19]1[CH:24]=[CH:23][CH:22]=[CH:21][CH:20]=1. The catalyst class is: 455. (2) Reactant: [N:1]1([CH:7]([C:11]2[CH:15]=[CH:14][S:13][CH:12]=2)[C:8]([OH:10])=[O:9])[CH2:6][CH2:5][CH2:4][CH2:3][CH2:2]1.C1CCC(N=C=NC2CCCCC2)CC1.C1C=CC2N(O)N=NC=2C=1.[N:41]12[CH2:48][CH2:47][CH:44]([CH2:45][CH2:46]1)[C@@H:43](O)[CH2:42]2. Product: [N:1]1([CH:7]([C:11]2[CH:15]=[CH:14][S:13][CH:12]=2)[C:8]([O:10][C@@H:43]2[CH:44]3[CH2:47][CH2:48][N:41]([CH2:46][CH2:45]3)[CH2:42]2)=[O:9])[CH2:6][CH2:5][CH2:4][CH2:3][CH2:2]1. The catalyst class is: 118. (3) Reactant: CC1(C)C(C)(C)OB([C:9]2[CH:14]=[CH:13][C:12]([S:15]([C:18]3[CH:19]=[CH:20][C:21]([NH2:24])=[N:22][CH:23]=3)(=[O:17])=[O:16])=[CH:11][CH:10]=2)O1.Cl[C:27]1[N:32]=[CH:31][C:30]([C:33]([OH:42])([C:38]([F:41])([F:40])[F:39])[C:34]([F:37])([F:36])[F:35])=[CH:29][CH:28]=1.C(=O)([O-])[O-].[Cs+].[Cs+].COCCOC. Product: [NH2:24][C:21]1[N:22]=[CH:23][C:18]([S:15]([C:12]2[CH:11]=[CH:10][C:9]([C:27]3[N:32]=[CH:31][C:30]([C:33]([OH:42])([C:34]([F:35])([F:36])[F:37])[C:38]([F:41])([F:39])[F:40])=[CH:29][CH:28]=3)=[CH:14][CH:13]=2)(=[O:16])=[O:17])=[CH:19][CH:20]=1. The catalyst class is: 6.